This data is from Forward reaction prediction with 1.9M reactions from USPTO patents (1976-2016). The task is: Predict the product of the given reaction. (1) Given the reactants [CH3:1][CH:2]1[CH2:8][CH:7]([CH3:9])[CH2:6][CH:5]2[CH:3]1[CH:4]2[C:10]([O:12]CC)=[O:11].C[C@@]12[C@@H](C(OCC)=O)C1C[C@@H]1[C@@H](C1(C)C)C2, predict the reaction product. The product is: [CH3:1][CH:2]1[CH2:8][CH:7]([CH3:9])[CH2:6][CH:5]2[CH:3]1[CH:4]2[C:10]([OH:12])=[O:11]. (2) Given the reactants P(Cl)(Cl)(Cl)=O.CN([CH:9]=[O:10])C.[Br:11][C:12]1[CH:13]=[C:14]([O:21][CH3:22])[C:15]2[N:16]([N:18]=[CH:19][CH:20]=2)[CH:17]=1, predict the reaction product. The product is: [Br:11][C:12]1[CH:13]=[C:14]([O:21][CH3:22])[C:15]2[N:16]([N:18]=[CH:19][C:20]=2[CH:9]=[O:10])[CH:17]=1. (3) Given the reactants [CH2:1]([O:3][C:4](=[O:16])[C:5]([C:8]1[CH:13]=[CH:12][CH:11]=[C:10]([O:14]C)[CH:9]=1)([CH3:7])[CH3:6])[CH3:2].B(Br)(Br)Br.C([O-])(O)=O.[Na+], predict the reaction product. The product is: [CH2:1]([O:3][C:4](=[O:16])[C:5]([C:8]1[CH:13]=[CH:12][CH:11]=[C:10]([OH:14])[CH:9]=1)([CH3:7])[CH3:6])[CH3:2]. (4) Given the reactants C1(P(=[N:20][C:21]2[CH:26]=[CH:25][N:24]=[CH:23][C:22]=2/[CH:27]=[CH:28]/[C:29]([O:31][CH3:32])=[O:30])(C2C=CC=CC=2)C2C=CC=CC=2)C=CC=CC=1.[F:33][C:34]([F:45])([F:44])[C:35]1[CH:36]=[C:37]([N:41]=[C:42]=O)[CH:38]=[CH:39][CH:40]=1, predict the reaction product. The product is: [F:33][C:34]([F:44])([F:45])[C:35]1[CH:36]=[C:37]([N:41]=[C:42]=[N:20][C:21]2[CH:26]=[CH:25][N:24]=[CH:23][C:22]=2/[CH:27]=[CH:28]/[C:29]([O:31][CH3:32])=[O:30])[CH:38]=[CH:39][CH:40]=1. (5) Given the reactants Br[CH2:2][C:3]([C:5]1[C:18]([CH3:19])=[C:17]([C:20]#[N:21])[C:8]2[N:9]=[C:10]([C:12]([N:14]([CH3:16])[CH3:15])=[O:13])[O:11][C:7]=2[C:6]=1[F:22])=O.[C:23]([NH2:26])(=[S:25])[CH3:24].C(=O)([O-])[O-].[Cs+].[Cs+], predict the reaction product. The product is: [C:20]([C:17]1[C:8]2[N:9]=[C:10]([C:12]([N:14]([CH3:16])[CH3:15])=[O:13])[O:11][C:7]=2[C:6]([F:22])=[C:5]([C:3]2[N:26]=[C:23]([CH3:24])[S:25][CH:2]=2)[C:18]=1[CH3:19])#[N:21]. (6) Given the reactants [C:1]1(P(C2C=CC=CC=2)C2C=CC=CC=2)C=CC=CC=1.Br[C:21]1[CH:29]=[CH:28][C:24]([C:25]([O-:27])=[O:26])=[C:23]([O:30][CH3:31])[CH:22]=1.[CH3:32][N:33](C=O)C, predict the reaction product. The product is: [C:32]([C:21]1[CH:29]=[CH:28][C:24]([C:25]([O:27][CH3:1])=[O:26])=[C:23]([O:30][CH3:31])[CH:22]=1)#[N:33]. (7) The product is: [CH2:24]([O:23][C:21]([C:16]1([NH:15][C:14]([CH:9]2[CH2:10][CH:11]([OH:13])[CH2:12][NH:8]2)=[O:26])[CH2:18][CH:17]1[CH:19]=[CH2:20])=[O:22])[CH3:25]. Given the reactants C(OC([N:8]1[CH2:12][CH:11]([OH:13])[CH2:10][CH:9]1[C:14](=[O:26])[NH:15][C:16]1([C:21]([O:23][CH2:24][CH3:25])=[O:22])[CH2:18][CH:17]1[CH:19]=[CH2:20])=O)(C)(C)C.C(O)(C(F)(F)F)=O, predict the reaction product. (8) Given the reactants [Cl:1][C:2]1[N:3]=[CH:4][C:5]2[S:10][CH:9]=[C:8]([C:11]([OH:13])=O)[C:6]=2[N:7]=1.C(N(CC)C(C)C)(C)C.[CH3:23][N:24]([CH3:27])[CH:25]=O.C1CN(C(O[N:40]2N=[N:47][C:46]3[C:41]2=C[CH:43]=[CH:44][CH:45]=3)=[N+]2CCCC2)CC1.F[P-](F)(F)(F)(F)F, predict the reaction product. The product is: [CH3:23][N:24]1[C:27]2[CH:43]=[CH:44][CH:45]=[C:46]([NH:47][C:11]([C:8]3[C:6]4[N:7]=[C:2]([Cl:1])[N:3]=[CH:4][C:5]=4[S:10][CH:9]=3)=[O:13])[C:41]=2[N:40]=[CH:25]1. (9) Given the reactants C(OC([NH:8][C:9]1[CH:14]=[CH:13][CH:12]=[CH:11][C:10]=1B(O)O)=O)(C)(C)C.Cl[C:19]1[C:20]([C:30]#[N:31])=[N:21][CH:22]=[C:23](/[CH:25]=[CH:26]/[CH2:27][O:28][CH3:29])[CH:24]=1.C(=O)([O-])[O-].[Na+].[Na+], predict the reaction product. The product is: [CH3:29][O:28][CH2:27]/[CH:26]=[CH:25]/[C:23]1[CH:22]=[N:21][C:20]2[C:19]([CH:24]=1)=[C:10]1[CH:11]=[CH:12][CH:13]=[CH:14][C:9]1=[N:8][C:30]=2[NH2:31].